From a dataset of NCI-60 drug combinations with 297,098 pairs across 59 cell lines. Regression. Given two drug SMILES strings and cell line genomic features, predict the synergy score measuring deviation from expected non-interaction effect. (1) Drug 1: CCCCCOC(=O)NC1=NC(=O)N(C=C1F)C2C(C(C(O2)C)O)O. Drug 2: C1=CC=C(C(=C1)C(C2=CC=C(C=C2)Cl)C(Cl)Cl)Cl. Cell line: EKVX. Synergy scores: CSS=1.40, Synergy_ZIP=2.85, Synergy_Bliss=10.3, Synergy_Loewe=4.81, Synergy_HSA=4.38. (2) Drug 1: C1CCN(CC1)CCOC2=CC=C(C=C2)C(=O)C3=C(SC4=C3C=CC(=C4)O)C5=CC=C(C=C5)O. Drug 2: CCN(CC)CCCC(C)NC1=C2C=C(C=CC2=NC3=C1C=CC(=C3)Cl)OC. Cell line: HCT116. Synergy scores: CSS=49.2, Synergy_ZIP=1.39, Synergy_Bliss=1.92, Synergy_Loewe=-10.1, Synergy_HSA=0.433.